From a dataset of Forward reaction prediction with 1.9M reactions from USPTO patents (1976-2016). Predict the product of the given reaction. (1) Given the reactants [CH2:1]([O:3][C:4](=[O:18])[CH2:5][CH:6]1[CH2:11][CH2:10][CH:9]([C:12]2[CH:17]=[CH:16][CH:15]=[CH:14][CH:13]=2)[CH2:8][CH2:7]1)[CH3:2].[Cl-].[Cl-].[Cl-].[Al+3].[C:23](Cl)(=[O:25])[CH3:24], predict the reaction product. The product is: [CH2:1]([O:3][C:4](=[O:18])[CH2:5][CH:6]1[CH2:7][CH2:8][CH:9]([C:12]2[CH:17]=[CH:16][C:15]([C:23](=[O:25])[CH3:24])=[CH:14][CH:13]=2)[CH2:10][CH2:11]1)[CH3:2]. (2) Given the reactants [F:1][C:2]([F:20])([F:19])[C:3]([N:5]1[CH2:14][CH2:13][C:12]2[C:7](=[CH:8][C:9]([S:15](Cl)(=[O:17])=[O:16])=[CH:10][CH:11]=2)[CH2:6]1)=[O:4].[NH2:21][C:22]1[S:23][CH:24]=[CH:25][N:26]=1.CC#N, predict the reaction product. The product is: [S:23]1[CH:24]=[CH:25][N:26]=[C:22]1[NH:21][S:15]([C:9]1[CH:8]=[C:7]2[C:12]([CH2:13][CH2:14][N:5]([C:3](=[O:4])[C:2]([F:20])([F:19])[F:1])[CH2:6]2)=[CH:11][CH:10]=1)(=[O:17])=[O:16]. (3) Given the reactants [CH2:1]([O:5][C:6]1[C:27]([O:28][CH3:29])=[CH:26][C:9]2[C:10]3[N:15]([CH:16]([CH2:18][CH3:19])[CH2:17][C:8]=2[CH:7]=1)[CH:14]=[C:13]([C:20]([O:22]CC)=[O:21])[C:12](=[O:25])[CH:11]=3)[CH2:2][CH2:3][CH3:4].[OH-].[Na+].Cl, predict the reaction product. The product is: [CH2:1]([O:5][C:6]1[C:27]([O:28][CH3:29])=[CH:26][C:9]2[C:10]3[N:15]([CH:16]([CH2:18][CH3:19])[CH2:17][C:8]=2[CH:7]=1)[CH:14]=[C:13]([C:20]([OH:22])=[O:21])[C:12](=[O:25])[CH:11]=3)[CH2:2][CH2:3][CH3:4]. (4) Given the reactants [NH:1]1[C:9]2[C:4](=[CH:5][CH:6]=[CH:7][CH:8]=2)[CH:3]=[C:2]1[C:10]1[CH:11]=[CH:12][C:13]2[N:14]([C:16]([CH:19]=O)=[CH:17][N:18]=2)[CH:15]=1.C(C1N2C=C(C3N(C(OC(C)(C)C)=O)C4C(C=3)=CC=CC=4)C=CC2=NC=1)=O.[CH3:48][NH:49][NH2:50].[CH3:51][C:52]1[CH:57]=[CH:56][C:55]([F:58])=[CH:54][C:53]=1[S:59](Cl)(=[O:61])=[O:60], predict the reaction product. The product is: [NH:1]1[C:9]2[C:4](=[CH:5][CH:6]=[CH:7][CH:8]=2)[CH:3]=[C:2]1[C:10]1[CH:11]=[CH:12][C:13]2[N:14]([C:16](/[CH:19]=[N:50]/[N:49]([CH3:48])[S:59]([C:53]3[CH:54]=[C:55]([F:58])[CH:56]=[CH:57][C:52]=3[CH3:51])(=[O:60])=[O:61])=[CH:17][N:18]=2)[CH:15]=1. (5) Given the reactants [CH3:1][O:2][C:3]([C:5]1[CH:6]=[C:7]([N:11]2[CH2:19][CH2:18][CH2:17][CH:13](C(O)=O)[CH2:12]2)[CH:8]=[CH:9][CH:10]=1)=[O:4].C1(P(N=[N+]=[N-])(C2C=CC=CC=2)=[O:27])C=CC=CC=1.C([N:39]([CH2:42]C)CC)C.[NH2:44][C:45]1[S:49][C:48]([C:50]2[CH:55]=[CH:54][C:53]([Cl:56])=[CH:52][CH:51]=2)=[N:47][C:46]=1[CH3:57], predict the reaction product. The product is: [Cl:56][C:53]1[CH:54]=[CH:55][C:50]([C:48]2[S:49][C:45]([NH:44][C:42](=[O:27])[NH:39][CH:13]3[CH2:17][CH2:18][CH2:19][N:11]([C:7]4[CH:6]=[C:5]([CH:10]=[CH:9][CH:8]=4)[C:3]([O:2][CH3:1])=[O:4])[CH2:12]3)=[C:46]([CH3:57])[N:47]=2)=[CH:51][CH:52]=1. (6) Given the reactants [Br:1][C:2]1[CH:3]=[C:4]([C:12]([CH3:15])([CH3:14])[CH3:13])[C:5]([OH:11])=[C:6]([C:8](=O)[CH3:9])[CH:7]=1.CC([O-])=O.[Na+].[NH2:21][OH:22].Cl, predict the reaction product. The product is: [Br:1][C:2]1[CH:3]=[C:4]([C:12]([CH3:15])([CH3:14])[CH3:13])[C:5]([OH:11])=[C:6]([C:8](=[N:21][OH:22])[CH3:9])[CH:7]=1. (7) Given the reactants [O:1]1[CH:5]=[CH:4][CH:3]=[CH:2]1.C([Li])CCC.[S:11](Cl)([Cl:14])(=[O:13])=[O:12], predict the reaction product. The product is: [O:1]1[CH:5]=[CH:4][CH:3]=[C:2]1[S:11]([Cl:14])(=[O:13])=[O:12]. (8) Given the reactants [CH3:1][C:2]1([CH3:14])[C:6]([CH3:8])([CH3:7])[O:5][B:4]([C:9]2[CH:10]=[N:11][NH:12][CH:13]=2)[O:3]1.CS(O[CH:20]1[CH2:25][CH2:24][O:23][CH2:22][CH2:21]1)(=O)=O.[H-].[Na+], predict the reaction product. The product is: [O:23]1[CH2:24][CH2:25][CH:20]([N:12]2[CH:13]=[C:9]([B:4]3[O:5][C:6]([CH3:7])([CH3:8])[C:2]([CH3:14])([CH3:1])[O:3]3)[CH:10]=[N:11]2)[CH2:21][CH2:22]1. (9) The product is: [F:20][C:21]([F:34])([F:35])[C:22]1[CH:23]=[C:24]([CH:27]=[C:28]([C:30]([F:33])([F:31])[F:32])[CH:29]=1)[CH2:25][NH:26][CH2:6][C:5]1[CH:8]=[C:9]([C:12]([F:15])([F:14])[F:13])[CH:10]=[CH:11][C:4]=1[N:3]([CH2:1][CH3:2])[CH2:16][CH2:17][O:18][CH3:19]. Given the reactants [CH2:1]([N:3]([CH2:16][CH2:17][O:18][CH3:19])[C:4]1[CH:11]=[CH:10][C:9]([C:12]([F:15])([F:14])[F:13])=[CH:8][C:5]=1[CH:6]=O)[CH3:2].[F:20][C:21]([F:35])([F:34])[C:22]1[CH:23]=[C:24]([CH:27]=[C:28]([C:30]([F:33])([F:32])[F:31])[CH:29]=1)[CH2:25][NH2:26].C(O)(=O)C.C(Cl)Cl, predict the reaction product. (10) Given the reactants [CH3:1][C:2]1([CH3:11])[CH2:7][CH:6]([NH2:8])[CH2:5][C:4]([CH3:10])([CH3:9])[NH:3]1.[F:12][C:13]1[CH:33]=[CH:32][CH:31]=[C:30]([F:34])[C:14]=1[CH2:15][O:16][C:17]1[C:18]2[N:19]([C:23]([C:27](O)=[O:28])=[C:24]([CH3:26])[N:25]=2)[CH:20]=[CH:21][CH:22]=1.F[B-](F)(F)F.N1(O[C+](N(C)C)N(C)C)C2C=CC=CC=2N=N1.CN1CCOCC1, predict the reaction product. The product is: [F:12][C:13]1[CH:33]=[CH:32][CH:31]=[C:30]([F:34])[C:14]=1[CH2:15][O:16][C:17]1[C:18]2[N:19]([C:23]([C:27]([NH:8][CH:6]3[CH2:5][C:4]([CH3:10])([CH3:9])[NH:3][C:2]([CH3:11])([CH3:1])[CH2:7]3)=[O:28])=[C:24]([CH3:26])[N:25]=2)[CH:20]=[CH:21][CH:22]=1.